Dataset: Forward reaction prediction with 1.9M reactions from USPTO patents (1976-2016). Task: Predict the product of the given reaction. (1) Given the reactants FC(F)(F)C([NH:5][CH2:6][C:7]1[CH:12]=[CH:11][C:10]([F:13])=[C:9]([CH:14]2[CH2:19][CH2:18][N:17]([C:20]([C:22]3[C:30]4[C:25](=[C:26]([F:31])[CH:27]=[CH:28][CH:29]=4)[N:24]([CH2:32][CH2:33][O:34][C:35]([F:38])([F:37])[F:36])[CH:23]=3)=[O:21])[CH2:16][CH2:15]2)[CH:8]=1)=O.C([O-])([O-])=O.[K+].[K+], predict the reaction product. The product is: [NH2:5][CH2:6][C:7]1[CH:12]=[CH:11][C:10]([F:13])=[C:9]([CH:14]2[CH2:19][CH2:18][N:17]([C:20]([C:22]3[C:30]4[C:25](=[C:26]([F:31])[CH:27]=[CH:28][CH:29]=4)[N:24]([CH2:32][CH2:33][O:34][C:35]([F:38])([F:36])[F:37])[CH:23]=3)=[O:21])[CH2:16][CH2:15]2)[CH:8]=1. (2) Given the reactants [N:1]1([CH2:7][C:8]2[CH:13]=[CH:12][C:11]([NH:14][C:15]([C:17]3[C:21]([NH2:22])=[CH:20][NH:19][N:18]=3)=[O:16])=[CH:10][CH:9]=2)[CH2:6][CH2:5][O:4][CH2:3][CH2:2]1.Cl[C:24]1[CH:29]=[CH:28][N:27]=[C:26]2[O:30][CH:31]=[CH:32][C:25]=12, predict the reaction product. The product is: [O:30]1[C:26]2=[N:27][CH:28]=[CH:29][C:24]([NH:22][C:21]3[C:17]([C:15]([NH:14][C:11]4[CH:12]=[CH:13][C:8]([CH2:7][N:1]5[CH2:6][CH2:5][O:4][CH2:3][CH2:2]5)=[CH:9][CH:10]=4)=[O:16])=[N:18][NH:19][CH:20]=3)=[C:25]2[CH:32]=[CH:31]1. (3) Given the reactants CC([O-])(C)C.[K+].[CH3:7][CH2:8][O:9][C:10]([CH2:12]P(OCC)(OCC)=O)=[O:11].[CH3:21][N:22]([CH:24]([C:33]1[CH:38]=[CH:37][CH:36]=[C:35]([F:39])[CH:34]=1)[CH:25]1[CH2:30][CH2:29][CH:28]([CH:31]=O)[CH2:27][CH2:26]1)[CH3:23], predict the reaction product. The product is: [CH2:8]([O:9][C:10](=[O:11])[CH:12]=[CH:31][CH:28]1[CH2:27][CH2:26][CH:25]([CH:24]([N:22]([CH3:21])[CH3:23])[C:33]2[CH:38]=[CH:37][CH:36]=[C:35]([F:39])[CH:34]=2)[CH2:30][CH2:29]1)[CH3:7]. (4) Given the reactants [Cl:1][C:2]1[C:7]([F:8])=[C:6]([O:9][CH3:10])[CH:5]=[CH:4][C:3]=1[CH:11]([NH:21][C:22]1[CH:31]=[C:30]([F:32])[CH:29]=[C:28]2[C:23]=1[CH:24]=[CH:25][C:26](=[O:33])[NH:27]2)[C:12]([OH:20])([CH2:17][O:18][CH3:19])[C:13]([F:16])([F:15])[F:14].[CH3:34][O:35][C:36]1[N:41]=[CH:40][C:39](B(O)O)=[CH:38][N:37]=1.O.N1C=CC=C[CH:47]=1, predict the reaction product. The product is: [Cl:1][C:2]1[C:7]([F:8])=[C:6]([O:9][CH3:10])[CH:5]=[CH:4][C:3]=1[CH:11]([NH:21][C:22]1[CH:31]=[C:30]([F:32])[CH:29]=[C:28]2[C:23]=1[CH:24]=[CH:25][C:26](=[O:33])[N:27]2[C:39]1[CH:38]=[N:37][C:36]([O:35][CH3:34])=[N:41][CH:40]=1)[C:12]([CH2:17][O:18][CH2:19][CH3:47])([OH:20])[C:13]([F:15])([F:16])[F:14]. (5) Given the reactants [C:1]1([C:7]2([C:35]3[CH:40]=[CH:39][CH:38]=[CH:37][CH:36]=3)[CH2:15][C:14]3[N:13](S(C4C=CC(C)=CC=4)(=O)=O)[N:12]=[C:11]([NH:26][C:27](=[O:34])[C:28]4[CH:33]=[CH:32][CH:31]=[CH:30][CH:29]=4)[C:10]=3[CH:9]=[CH:8]2)[CH:6]=[CH:5][CH:4]=[CH:3][CH:2]=1.[OH-].[Na+], predict the reaction product. The product is: [C:35]1([C:7]2([C:1]3[CH:6]=[CH:5][CH:4]=[CH:3][CH:2]=3)[CH2:15][C:14]3[NH:13][N:12]=[C:11]([NH:26][C:27](=[O:34])[C:28]4[CH:29]=[CH:30][CH:31]=[CH:32][CH:33]=4)[C:10]=3[CH:9]=[CH:8]2)[CH:40]=[CH:39][CH:38]=[CH:37][CH:36]=1. (6) The product is: [CH3:13][O:12][C:5]1[C:4]2[C:9](=[CH:10][CH:11]=[C:2]([CH:21]=[O:22])[CH:3]=2)[N:8]=[CH:7][CH:6]=1. Given the reactants Br[C:2]1[CH:3]=[C:4]2[C:9](=[CH:10][CH:11]=1)[N:8]=[CH:7][CH:6]=[C:5]2[O:12][CH3:13].C([Li])CCC.CN(C)[CH:21]=[O:22], predict the reaction product.